Dataset: Experimentally validated miRNA-target interactions with 360,000+ pairs, plus equal number of negative samples. Task: Binary Classification. Given a miRNA mature sequence and a target amino acid sequence, predict their likelihood of interaction. (1) The miRNA is hsa-miR-6891-3p with sequence CCCUCAUCUUCCCCUCCUUUC. The protein sequence of the target gene is MAGRPLRIGDQLVLEEDYDETYIPSEQEILEFAREIGIDPIKEPELMWLAREGIVAPLPGEWKPCQDITGDIYYFNFANGQSMWDHPCDEHYRSLVIQERAKLSTSGAIKKKKKKKEKKDKKDRDPPKSSLALGSSLAPVHVPLGGLAPLRGLVDTPPSALRGSQSVSLGSSVESGRQLGELMLPSQGLKTSAYTKGLLGSIYEDKTALSLLGLGEETNEEDEEESDNQSVHSSSEPLRNLHLDIGALGGDFEYEESLRTSQPEEKKDVSLDSDAAGPPTPCKPSSPGADSSLSSAVGKG.... Result: 0 (no interaction). (2) The miRNA is hsa-miR-3689a-3p with sequence CUGGGAGGUGUGAUAUCGUGGU. The protein sequence of the target gene is MANENHGSPREEASLLSHSPGTSNQSQPCSPKPIRLVQDLPEELVHAGWEKCWSRRENRPYYFNRFTNQSLWEMPVLGQHDVISDPLGLNATPLPQDSSLVETPPAENKPRKRQLSEEQPSGNGVKKPKIEIPVTPTGQSVPSSPSIPGTPTLKMWGTSPEDKQQAALLRPTEVYWDLDIQTNAVIKHRGPSEVLPPHPEVELLRSQLILKLRQHYRELCQQREGIEPPRESFNRWMLERKVVDKGSDPLLPSNCEPVVSPSMFREIMNDIPIRLSRIKFREEAKRLLFKYAEAARRLIE.... Result: 0 (no interaction). (3) The miRNA is hsa-miR-4684-5p with sequence CUCUCUACUGACUUGCAACAUA. The protein sequence of the target gene is MAASSSSSSAGGVSGSSVTGSGFSVSDLAPPRKALFTYPKGAGEMLEDGSERFLCESVFSYQVASTLKQVKHDQQVARMEKLAGLVEELEADEWRFKPIEQLLGFTPSSG. Result: 1 (interaction). (4) The miRNA is hsa-miR-6507-5p with sequence GAAGAAUAGGAGGGACUUUGU. The protein sequence of the target gene is MLIKVKTLTGKEIEIDIEPTDKVERIKERVEEKEGIPPQQQRLIYSGKQMNDEKTAADYKILGGSVLHLVLALRGGGGLRQ. Result: 0 (no interaction). (5) The miRNA is hsa-miR-6830-5p with sequence CCAAGGAAGGAGGCUGGACAUC. The protein sequence of the target gene is MAAATAAAALAAADPPPAMPQAAGAGGPTTRRDFYWLRSFLAGGIAGCCAKTTVAPLDRVKVLLQAHNHHYKHLGVFSALRAVPQKEGFLGLYKGNGAMMIRIFPYGAIQFMAFEHYKTLITTKLGISGHVHRLMAGSMAGMTAVICTYPLDMVRVRLAFQVKGEHSYTGIIHAFKTIYAKEGGFFGFYRGLMPTILGMAPYAGVSFFTFGTLKSVGLSHAPTLLGRPSSDNPNVLVLKTHVNLLCGGVAGAIAQTISYPFDVTRRRMQLGTVLPEFEKCLTMRDTMKYVYGHHGIRKGL.... Result: 0 (no interaction).